This data is from M1 muscarinic receptor antagonist screen with 61,756 compounds. The task is: Binary Classification. Given a drug SMILES string, predict its activity (active/inactive) in a high-throughput screening assay against a specified biological target. (1) The compound is O=c1n(n(c(c1NC(=O)Nc1c(OC)cccc1)C)C)c1ccccc1. The result is 0 (inactive). (2) The result is 0 (inactive). The drug is O=C1N(C(CC1)C(=O)NCCc1ccc(cc1)C)C(C)C.